This data is from Reaction yield outcomes from USPTO patents with 853,638 reactions. The task is: Predict the reaction yield, written as a fraction of the theoretical maximum amount of product (1.0 means a 100% yield; for example, 0.34 means a 34% yield). The reactants are [F:1][C:2]1[CH:3]=[N:4][CH:5]=[CH:6][C:7]=1[NH2:8].C(N(CC)CC)C.Cl[C:17](Cl)([O:19]C(=O)OC(Cl)(Cl)Cl)Cl.[Cl:28][C:29]1[CH:30]=[C:31]([C:35]2[CH:36]=[CH:37][C:38]3[C:44](=[O:45])[C:43]([CH3:47])([CH3:46])[CH2:42][CH2:41][NH:40][C:39]=3[N:48]=2)[CH:32]=[CH:33][CH:34]=1.C(=O)(O)[O-].[Na+]. The catalyst is C1COCC1.CCOC(C)=O. The product is [Cl:28][C:29]1[CH:30]=[C:31]([C:35]2[CH:36]=[CH:37][C:38]3[C:44](=[O:45])[C:43]([CH3:46])([CH3:47])[CH2:42][CH2:41][N:40]([C:17]([NH:8][C:7]4[CH:6]=[CH:5][N:4]=[CH:3][C:2]=4[F:1])=[O:19])[C:39]=3[N:48]=2)[CH:32]=[CH:33][CH:34]=1. The yield is 0.0900.